From a dataset of Catalyst prediction with 721,799 reactions and 888 catalyst types from USPTO. Predict which catalyst facilitates the given reaction. (1) Reactant: C(OC([N:8]1[CH2:12][CH2:11][CH:10]([C:13]2[NH:17][C:16]3[CH:18]=[CH:19][C:20]([C:22]#[N:23])=[CH:21][C:15]=3[N:14]=2)[CH2:9]1)=O)(C)(C)C.Cl. Product: [NH:8]1[CH2:12][CH2:11][CH:10]([C:13]2[NH:17][C:16]3[CH:18]=[CH:19][C:20]([C:22]#[N:23])=[CH:21][C:15]=3[N:14]=2)[CH2:9]1. The catalyst class is: 5. (2) Reactant: Cl.[F:2][C:3]1[CH:4]=[C:5]([N:15]2[CH2:19][C@H:18]([CH2:20][OH:21])[O:17][C:16]2=[O:22])[CH:6]=[CH:7][C:8]=1[N:9]1[CH2:14][CH2:13][NH:12][CH2:11][CH2:10]1.C(N(CC)CC)C.Cl[C:31]1[N:32]=[N:33][C:34]([C:37]#[N:38])=[CH:35][CH:36]=1. Product: [C:37]([C:34]1[N:33]=[N:32][C:31]([N:12]2[CH2:11][CH2:10][N:9]([C:8]3[CH:7]=[CH:6][C:5]([N:15]4[CH2:19][C@H:18]([CH2:20][OH:21])[O:17][C:16]4=[O:22])=[CH:4][C:3]=3[F:2])[CH2:14][CH2:13]2)=[CH:36][CH:35]=1)#[N:38]. The catalyst class is: 10. (3) Reactant: Br[C:2]1[CH:7]=[C:6]([CH3:8])[CH:5]=[CH:4][N:3]=1.CC(C)([O-])C.[Na+].[NH2:15][CH:16]1[CH2:19][N:18]([C:20]([O:22][C:23]([CH3:26])([CH3:25])[CH3:24])=[O:21])[CH2:17]1.C1C=CC(P(C2C(C3C(P(C4C=CC=CC=4)C4C=CC=CC=4)=CC=C4C=3C=CC=C4)=C3C(C=CC=C3)=CC=2)C2C=CC=CC=2)=CC=1. Product: [CH3:8][C:6]1[CH:5]=[CH:4][N:3]=[C:2]([NH:15][CH:16]2[CH2:17][N:18]([C:20]([O:22][C:23]([CH3:26])([CH3:25])[CH3:24])=[O:21])[CH2:19]2)[CH:7]=1. The catalyst class is: 164. (4) Reactant: Br[CH2:2][C:3]1[CH:8]=[CH:7][C:6]([C:9]([F:12])([F:11])[F:10])=[CH:5][C:4]=1[C:13]([F:16])([F:15])[F:14].[OH:17][C:18]1[CH:19]=[C:20]([CH:23]=[CH:24][C:25]=1[O:26][CH3:27])[CH:21]=[O:22].C(=O)([O-])[O-].[K+].[K+].O. Product: [F:14][C:13]([F:16])([F:15])[C:4]1[CH:5]=[C:6]([C:9]([F:12])([F:11])[F:10])[CH:7]=[CH:8][C:3]=1[CH2:2][O:17][C:18]1[CH:19]=[C:20]([CH:23]=[CH:24][C:25]=1[O:26][CH3:27])[CH:21]=[O:22]. The catalyst class is: 42. (5) Reactant: C(OC(=O)[NH:7][CH2:8][CH2:9][CH2:10][C:11]1[CH:16]=[C:15]([C:17](=[O:28])[NH:18][CH2:19][C:20]2[O:24][N:23]=[C:22]([CH:25]3[CH2:27][CH2:26]3)[CH:21]=2)[C:14](=[O:29])[N:13]([C:30]2[CH:35]=[CH:34][CH:33]=[C:32]([C:36]([F:39])([F:38])[F:37])[CH:31]=2)[C:12]=1[CH3:40])(C)(C)C. Product: [CH:25]1([C:22]2[CH:21]=[C:20]([CH2:19][NH:18][C:17]([C:15]3[C:14](=[O:29])[N:13]([C:30]4[CH:35]=[CH:34][CH:33]=[C:32]([C:36]([F:38])([F:39])[F:37])[CH:31]=4)[C:12]([CH3:40])=[C:11]([CH2:10][CH2:9][CH2:8][NH2:7])[CH:16]=3)=[O:28])[O:24][N:23]=2)[CH2:27][CH2:26]1. The catalyst class is: 157. (6) Reactant: [Br:1][C:2]1[CH:3]=[CH:4][C:5]([C:8]([OH:10])=O)=[N:6][CH:7]=1.C(N1C=CN=C1)(N1C=CN=C1)=O.[C:23](=[N:26]O)([NH2:25])[CH3:24]. Product: [Br:1][C:2]1[CH:3]=[CH:4][C:5]([C:8]2[O:10][N:26]=[C:23]([CH3:24])[N:25]=2)=[N:6][CH:7]=1. The catalyst class is: 49. (7) Reactant: Cl[C:2]1C=C(C=C[CH:11]=1)C(OO)=O.C(S[C:15]1[S:16][CH:17]=[CH:18][C:19]=1[C:20]1[N:32]([CH3:33])[C:23]2=[N:24][CH:25]=[C:26]([C:28]([F:31])([F:30])[F:29])[CH:27]=[C:22]2[N:21]=1)C.C(=O)(O)[O-].[Na+].[S:39]([O-:43])([O-])(=[O:41])=S.[Na+].[Na+]. Product: [CH2:2]([S:39]([C:15]1[S:16][CH:17]=[CH:18][C:19]=1[C:20]1[N:32]([CH3:33])[C:23]2=[N:24][CH:25]=[C:26]([C:28]([F:31])([F:29])[F:30])[CH:27]=[C:22]2[N:21]=1)(=[O:43])=[O:41])[CH3:11]. The catalyst class is: 22. (8) Reactant: [CH3:1][O:2][C:3]1[CH:4]=[C:5]2[C:10](=[CH:11][C:12]=1[O:13][CH3:14])[N:9]=[CH:8][CH:7]=[C:6]2[O:15][C:16]1[CH:22]=[CH:21][C:19]([NH2:20])=[C:18]([CH3:23])[C:17]=1[CH3:24].Cl[C:26](Cl)([O:28][C:29](=[O:35])OC(Cl)(Cl)Cl)Cl.[CH3:37][N:38]([CH3:46])[CH2:39][CH2:40][CH2:41][CH2:42][CH2:43]CO.C(=O)(O)[O-].[Na+]. Product: [CH3:1][O:2][C:3]1[CH:4]=[C:5]2[C:10](=[CH:11][C:12]=1[O:13][CH3:14])[N:9]=[CH:8][CH:7]=[C:6]2[O:15][C:16]1[CH:22]=[CH:21][C:19]([NH:20][C:29](=[O:35])[O:28][CH2:26][CH2:43][CH2:42][CH2:41][CH2:40][CH2:39][N:38]([CH3:46])[CH3:37])=[C:18]([CH3:23])[C:17]=1[CH3:24]. The catalyst class is: 208. (9) Reactant: [CH2:1]([S:3][C:4]1[CH:12]=[C:11]2[C:7]([C:8]([C:13]#[N:14])=[CH:9][NH:10]2)=[CH:6][CH:5]=1)[CH3:2].[CH:15]1(Br)[CH2:18][CH2:17][CH2:16]1. Product: [CH:15]1([N:10]2[C:11]3[C:7](=[CH:6][CH:5]=[C:4]([S:3][CH2:1][CH3:2])[CH:12]=3)[C:8]([C:13]#[N:14])=[CH:9]2)[CH2:18][CH2:17][CH2:16]1. The catalyst class is: 3. (10) Reactant: [CH2:1]=[O:2].[CH3:3][NH2:4].[CH3:5][CH:6]1[CH2:11][CH:10]([CH3:12])[CH2:9][C:8](=O)[CH2:7]1.[C:14](O)(=O)C. Product: [CH3:3][N:4]1[CH2:8][CH:9]2[C:1](=[O:2])[CH:7]([C@H:6]([CH3:5])[CH2:11][C@H:10]2[CH3:12])[CH2:14]1. The catalyst class is: 5.